Task: Predict the reaction yield, written as a fraction of the theoretical maximum amount of product (1.0 means a 100% yield; for example, 0.34 means a 34% yield).. Dataset: Reaction yield outcomes from USPTO patents with 853,638 reactions (1) The reactants are [CH3:1][NH2:2].[C:3](=O)([O:37]C1C=CC([N+]([O-])=O)=CC=1)[O:4][CH2:5][CH2:6][C@@:7]1([C:30]2[CH:35]=[CH:34][C:33]([F:36])=[CH:32][CH:31]=2)[O:12][C:11](=[O:13])[N:10]([C@H:14]([C:16]2[CH:21]=[CH:20][C:19]([C:22]3[CH:27]=[CH:26][C:25]([F:28])=[CH:24][C:23]=3[F:29])=[CH:18][CH:17]=2)[CH3:15])[CH2:9][CH2:8]1. The catalyst is C1COCC1. The product is [CH3:1][NH:2][C:3](=[O:37])[O:4][CH2:5][CH2:6][C@@:7]1([C:30]2[CH:31]=[CH:32][C:33]([F:36])=[CH:34][CH:35]=2)[O:12][C:11](=[O:13])[N:10]([C@H:14]([C:16]2[CH:17]=[CH:18][C:19]([C:22]3[CH:27]=[CH:26][C:25]([F:28])=[CH:24][C:23]=3[F:29])=[CH:20][CH:21]=2)[CH3:15])[CH2:9][CH2:8]1. The yield is 0.0900. (2) The reactants are [CH3:1][O:2][C:3]1[CH:4]=[C:5]2[CH2:14][CH:13]([CH2:15][CH:16]3[CH2:21][CH2:20][N:19]([CH2:22][C:23]4[CH:24]=[CH:25][CH:26]=[CH:27][CH:28]=4)[CH2:18][CH2:17]3)[C:11](=[O:12])[C:6]2=[CH:7][C:8]=1[O:9][CH3:10].[ClH:29]. The catalyst is C(O)C. The product is [CH3:1][O:2][C:3]1[CH:4]=[C:5]2[CH2:14][CH:13]([CH2:15][CH:16]3[CH2:17][CH2:18][N:19]([CH2:22][C:23]4[CH:28]=[CH:27][CH:26]=[CH:25][CH:24]=4)[CH2:20][CH2:21]3)[C:11](=[O:12])[C:6]2=[CH:7][C:8]=1[O:9][CH3:10].[ClH:29]. The yield is 0.965. (3) The reactants are Br[C:2]1[CH:3]=[C:4]2[C:9](=[CH:10][CH:11]=1)[O:8][CH:7]=[C:6]([CH:12]=[O:13])[C:5]2=[O:14].BrN1[C:20](=[O:21])[CH2:19][CH2:18]C1=O.[Cl:23][C:24]1[CH:31]=[CH:30][C:27]([CH2:28][NH2:29])=[CH:26][CH:25]=1. The catalyst is C(Cl)(Cl)(Cl)Cl. The product is [Cl:23][C:24]1[CH:31]=[CH:30][C:27]([CH2:28][NH:29][C:12]([C:6]2[C:5](=[O:14])[C:4]3[C:9](=[CH:10][CH:11]=[C:2]([C:18]#[C:19][CH2:20][OH:21])[CH:3]=3)[O:8][CH:7]=2)=[O:13])=[CH:26][CH:25]=1. The yield is 0.230. (4) The reactants are Cl.[Br:2][C:3]1[CH:8]=[CH:7][C:6]([N:9]([CH2:21][CH2:22][O:23][Si](C(C)(C)C)(C)C)[C:10]([C:12]2[C:13]([Cl:20])=[N:14][C:15]([CH3:19])=[N:16][C:17]=2[Cl:18])=[O:11])=[CH:5][CH:4]=1.C([O-])(O)=O.[Na+]. The catalyst is CO. The product is [Br:2][C:3]1[CH:4]=[CH:5][C:6]([N:9]([CH2:21][CH2:22][OH:23])[C:10]([C:12]2[C:17]([Cl:18])=[N:16][C:15]([CH3:19])=[N:14][C:13]=2[Cl:20])=[O:11])=[CH:7][CH:8]=1. The yield is 0.810. (5) The reactants are [CH3:1][NH:2][C@H:3]([C:5]1[CH:10]=[CH:9][CH:8]=[CH:7][CH:6]=1)[CH3:4].Cl[C:12]1[CH:17]=[N:16][CH:15]=[C:14]([Cl:18])[N:13]=1. No catalyst specified. The product is [Cl:18][C:14]1[N:13]=[C:12]([N:2]([CH3:1])[C@H:3]([C:5]2[CH:10]=[CH:9][CH:8]=[CH:7][CH:6]=2)[CH3:4])[CH:17]=[N:16][CH:15]=1. The yield is 0.390. (6) The reactants are [Br:1][C:2]1[CH:9]=[CH:8][C:5]([CH:6]=O)=[C:4]([F:10])[CH:3]=1.[N:11]1([C:17]([O:19][C:20]([CH3:23])([CH3:22])[CH3:21])=[O:18])[CH2:16][CH2:15][NH:14][CH2:13][CH2:12]1.C(N(CC)CC)C.C(O[BH-](OC(=O)C)OC(=O)C)(=O)C.[Na+]. The catalyst is ClC(Cl)C. The product is [Br:1][C:2]1[CH:9]=[CH:8][C:5]([CH2:6][N:14]2[CH2:13][CH2:12][N:11]([C:17]([O:19][C:20]([CH3:23])([CH3:22])[CH3:21])=[O:18])[CH2:16][CH2:15]2)=[C:4]([F:10])[CH:3]=1. The yield is 0.800. (7) The reactants are Br[C:2]1[CH:11]=[CH:10][C:5]([C:6]([O:8][CH3:9])=[O:7])=[CH:4][C:3]=1[OH:12].[C:13]1([CH3:22])[CH:18]=[CH:17][CH:16]=[CH:15][C:14]=1B(O)O.C(=O)([O-])[O-].[K+].[K+]. The catalyst is C1(C)C=CC=CC=1.O.C1C=CC([P]([Pd]([P](C2C=CC=CC=2)(C2C=CC=CC=2)C2C=CC=CC=2)([P](C2C=CC=CC=2)(C2C=CC=CC=2)C2C=CC=CC=2)[P](C2C=CC=CC=2)(C2C=CC=CC=2)C2C=CC=CC=2)(C2C=CC=CC=2)C2C=CC=CC=2)=CC=1. The product is [OH:12][C:3]1[CH:4]=[C:5]([C:6]([O:8][CH3:9])=[O:7])[CH:10]=[CH:11][C:2]=1[C:14]1[CH:15]=[CH:16][CH:17]=[CH:18][C:13]=1[CH3:22]. The yield is 0.770. (8) The reactants are [Cl:1][C:2]1[CH:10]=[C:9]([O:11][C:12]2[CH:17]=[CH:16][N:15]=[CH:14][C:13]=2[C:18]([N:20]2[C:29]3[C:24](=[CH:25][CH:26]=[CH:27][CH:28]=3)[N:23]([CH:30]3[CH2:32][CH2:31]3)[CH2:22][CH2:21]2)=[O:19])[C:8]([Cl:33])=[CH:7][C:3]=1[C:4](O)=[O:5].CN(C(ON1N=NC2C=CC=NC1=2)=[N+](C)C)C.F[P-](F)(F)(F)(F)F.C(N(CC)C(C)C)(C)C.Cl.[CH3:68][O:69][C:70](=[O:73])[CH2:71][NH2:72]. The product is [CH3:68][O:69][C:70](=[O:73])[CH2:71][NH:72][C:4](=[O:5])[C:3]1[CH:7]=[C:8]([Cl:33])[C:9]([O:11][C:12]2[CH:17]=[CH:16][N:15]=[CH:14][C:13]=2[C:18]([N:20]2[C:29]3[C:24](=[CH:25][CH:26]=[CH:27][CH:28]=3)[N:23]([CH:30]3[CH2:31][CH2:32]3)[CH2:22][CH2:21]2)=[O:19])=[CH:10][C:2]=1[Cl:1]. The catalyst is CN(C)C=O. The yield is 0.820. (9) The reactants are [C:1]([CH:3]1[CH2:6][C:5]2([CH2:11][CH2:10][N:9]([C:12]([O:14][C:15]([CH3:18])([CH3:17])[CH3:16])=[O:13])[CH2:8][CH2:7]2)[CH2:4]1)#N.[OH-:19].[Li+].[OH2:21]. The catalyst is C(O)C. The product is [C:15]([O:14][C:12]([N:9]1[CH2:10][CH2:11][C:5]2([CH2:6][CH:3]([C:1]([OH:21])=[O:19])[CH2:4]2)[CH2:7][CH2:8]1)=[O:13])([CH3:18])([CH3:17])[CH3:16]. The yield is 0.990.